This data is from CYP2C19 inhibition data for predicting drug metabolism from PubChem BioAssay. The task is: Regression/Classification. Given a drug SMILES string, predict its absorption, distribution, metabolism, or excretion properties. Task type varies by dataset: regression for continuous measurements (e.g., permeability, clearance, half-life) or binary classification for categorical outcomes (e.g., BBB penetration, CYP inhibition). Dataset: cyp2c19_veith. The result is 1 (inhibitor). The compound is COc1ccc(Oc2ccccc2C=O)cc1.